Dataset: Forward reaction prediction with 1.9M reactions from USPTO patents (1976-2016). Task: Predict the product of the given reaction. (1) Given the reactants I[C:2]1[C:10]2[C:5](=[CH:6][CH:7]=[C:8]([NH:11][S:12]([C:15]3[CH:20]=[CH:19][CH:18]=[CH:17][C:16]=3[S:21]([CH3:24])(=[O:23])=[O:22])(=[O:14])=[O:13])[CH:9]=2)[N:4](C(OC(C)(C)C)=O)[N:3]=1.[N:32]1[C:41]2[C:36](=[CH:37][CH:38]=[CH:39][C:40]=2B(O)O)[CH:35]=[CH:34][CH:33]=1.C(=O)([O-])O.[Na+], predict the reaction product. The product is: [CH3:24][S:21]([C:16]1[CH:17]=[CH:18][CH:19]=[CH:20][C:15]=1[S:12]([NH:11][C:8]1[CH:9]=[C:10]2[C:5](=[CH:6][CH:7]=1)[NH:4][N:3]=[C:2]2[C:40]1[CH:39]=[CH:38][CH:37]=[C:36]2[C:41]=1[N:32]=[CH:33][CH:34]=[CH:35]2)(=[O:14])=[O:13])(=[O:22])=[O:23]. (2) Given the reactants [N+:1]([C:4]1[CH:15]=[CH:14][C:7]2[N:8]([CH3:13])[C:9](=O)[CH2:10][S:11][C:6]=2[CH:5]=1)([O-:3])=[O:2].C(=O)(O)[O-].[Na+], predict the reaction product. The product is: [N+:1]([C:4]1[CH:15]=[CH:14][C:7]2[N:8]([CH3:13])[CH:9]=[CH:10][S:11][C:6]=2[CH:5]=1)([O-:3])=[O:2]. (3) Given the reactants [O:1]1[C:5]2[CH:6]=[CH:7][C:8]([C:10]3[O:14][C:13]([CH2:15][CH2:16][C:17]([OH:19])=O)=[N:12][N:11]=3)=[CH:9][C:4]=2[CH2:3][CH2:2]1.Cl.[CH3:21][NH:22][O:23][CH3:24].C(N(CC)CC)C.Cl.CN(C)CCCN=C=NCC.ON1C2C=CC=CC=2N=N1, predict the reaction product. The product is: [O:1]1[C:5]2[CH:6]=[CH:7][C:8]([C:10]3[O:14][C:13]([CH2:15][CH2:16][C:17]([N:22]([O:23][CH3:24])[CH3:21])=[O:19])=[N:12][N:11]=3)=[CH:9][C:4]=2[CH2:3][CH2:2]1. (4) Given the reactants [NH2:1][CH2:2][CH2:3][NH:4][C:5](=[O:11])[O:6][C:7]([CH3:10])([CH3:9])[CH3:8].[Br:12][C:13]1[S:17][C:16]([S:18](Cl)(=[O:20])=[O:19])=[CH:15][CH:14]=1, predict the reaction product. The product is: [Br:12][C:13]1[S:17][C:16]([S:18]([NH:1][CH2:2][CH2:3][NH:4][C:5](=[O:11])[O:6][C:7]([CH3:8])([CH3:10])[CH3:9])(=[O:20])=[O:19])=[CH:15][CH:14]=1.